This data is from Experimentally validated miRNA-target interactions with 360,000+ pairs, plus equal number of negative samples. The task is: Binary Classification. Given a miRNA mature sequence and a target amino acid sequence, predict their likelihood of interaction. (1) The miRNA is hsa-let-7f-2-3p with sequence CUAUACAGUCUACUGUCUUUCC. The protein sequence of the target gene is MSKLSRATRTLKKPEAGGVIRSIVRAGQAIPGPPLGPILGQRGVSINQFCKEFNEKTKDIKEGIPLPTKIFIKPDRTFELKIGQPTVSYFLKAAAGIEKGARHTGKEVAGLVSLKHVYEIACVKAKDDAFAMQDVPLSSVVRSIIGSARSLGIRVVKDLSAEELEAFQKERAVFLAAQKEADLAAQAEAAKK. Result: 0 (no interaction). (2) The miRNA is hsa-miR-328-5p with sequence GGGGGGGCAGGAGGGGCUCAGGG. The protein sequence of the target gene is MDMGNQHPSISRLQEIQKEVKSVEQQVIGFSGLSDDKNYKKLERILTKQLFEIDSVDTEGKGDIQQARKRAAQETERLLKELEQNANHPHRIEIQNIFEEAQSLVREKIVPFYNGGNCVTDEFEEGIQDIILRLTHVKTGGKISLRKARYHTLTKICAVQEIIEDCMKKQPSLPLSEDAHPSVAKINFVMCEVNKARGVLIALLMGVNNNETCRHLSCVLSGLIADLDALDVCGRTEIRNYRREVVEDINKLLKYLDLEEEADTTKAFDLRQNHSILKIEKVLKRMREIKNELLQAQNPS.... Result: 1 (interaction). (3) Result: 1 (interaction). The protein sequence of the target gene is MAMAMSDSGASRLRRQLESGGFEARLYVKQLSQQSDGDRDLQEHRQRIQALAEETAQNLKRNVYQNYRQFIETAREISYLESEMYQLSHLLTEQKSSLESIPLTLLPAAAAAGAAAASGGEEGVGGAGGRDHLRGQAGFFSTPGGASRDGSGPGEEGKQRTLTTLLEKVEGCRHLLETPGQYLVYNGDLVEYDADHMAQLQRVHGFLMNDCLLVATWLPQRRGMYRYNALYSLDGLAVVNVKDNPPMKDMFKLLMFPESRIFQAENAKIKREWLEVLEDTKRALSEKRRREQEEAAAPRG.... The miRNA is hsa-miR-6504-3p with sequence CAUUACAGCACAGCCAUUCU. (4) The miRNA is hsa-miR-6826-5p with sequence UCAAUAGGAAAGAGGUGGGACCU. The protein sequence of the target gene is MASLFSGRILIRNNSDQDEVETEAELSRRLENRLVLLFFGAGACPQCQAFAPVLKDFFVRLTDEFYVLRAAQLALVYVSQDPTEEQQDLFLRDMPEKWLFLPFHDELRRDLGRQFSVRQLPAVVVLKPGGDVLTSDATEEIQRLGPACFANWQEAAELLDRSFLQPEDLDEPARRSITEPLRRRKYRVDRDVGRERGRNGRDSGDPQGDAGTRAELW. Result: 0 (no interaction).